Predict the product of the given reaction. From a dataset of Forward reaction prediction with 1.9M reactions from USPTO patents (1976-2016). (1) The product is: [C:1]([C:5]1[N:6]=[C:7]2[CH:12]=[C:11]([N:13]([CH3:14])[S:25]([N:24]([CH3:29])[CH3:23])(=[O:27])=[O:26])[CH:10]=[CH:9][N:8]2[C:15]=1[CH2:16][CH:17]1[CH2:18][CH2:19][CH2:20][CH2:21][CH2:22]1)([CH3:4])([CH3:2])[CH3:3]. Given the reactants [C:1]([C:5]1[N:6]=[C:7]2[CH:12]=[C:11]([NH:13][CH3:14])[CH:10]=[CH:9][N:8]2[C:15]=1[CH2:16][CH:17]1[CH2:22][CH2:21][CH2:20][CH2:19][CH2:18]1)([CH3:4])([CH3:3])[CH3:2].[CH3:23][N:24]([CH3:29])[S:25](Cl)(=[O:27])=[O:26], predict the reaction product. (2) Given the reactants [N:1]1([C:5]2[C:6]([C:19]3[CH:24]=[CH:23][C:22]([F:25])=[CH:21][CH:20]=3)=[N:7][C:8]3[C:13]([N:14]=2)=[CH:12][C:11]([C:15]([O:17]C)=[O:16])=[CH:10][CH:9]=3)[CH2:4][CH2:3][CH2:2]1.[OH-].[Na+].Cl, predict the reaction product. The product is: [N:1]1([C:5]2[C:6]([C:19]3[CH:24]=[CH:23][C:22]([F:25])=[CH:21][CH:20]=3)=[N:7][C:8]3[C:13]([N:14]=2)=[CH:12][C:11]([C:15]([OH:17])=[O:16])=[CH:10][CH:9]=3)[CH2:2][CH2:3][CH2:4]1. (3) Given the reactants C(OC(=O)[CH2:7][C:8]1[CH:13]=[CH:12][CH:11]=[C:10]([N+:14]([O-:16])=[O:15])[C:9]=1[CH2:17][N:18]([C:21]([O:23]C(C)(C)C)=O)[CH2:19][CH3:20])(C)(C)C.C1CCC(N=C=NC2CCCCC2)CC1.O, predict the reaction product. The product is: [CH2:19]([N:18]1[C:21](=[O:23])[CH2:7][C:8]2[C:9](=[C:10]([N+:14]([O-:16])=[O:15])[CH:11]=[CH:12][CH:13]=2)[CH2:17]1)[CH3:20]. (4) Given the reactants [NH2:1][CH2:2][C:3]1[N:7]=[C:6]([C@H:8]([CH2:17][CH2:18][CH2:19][CH:20]2[CH2:25][CH2:24][CH2:23][CH2:22][CH2:21]2)[CH2:9][C:10]([O:12][C:13]([CH3:16])([CH3:15])[CH3:14])=[O:11])[O:5][N:4]=1.[N:26]1[N:27]=[C:28]([S:31](Cl)(=[O:33])=[O:32])[NH:29][CH:30]=1, predict the reaction product. The product is: [CH:20]1([CH2:19][CH2:18][CH2:17][C@@H:8]([C:6]2[O:5][N:4]=[C:3]([CH2:2][NH:1][S:31]([C:28]3[NH:29][CH:30]=[N:26][N:27]=3)(=[O:33])=[O:32])[N:7]=2)[CH2:9][C:10]([O:12][C:13]([CH3:15])([CH3:16])[CH3:14])=[O:11])[CH2:21][CH2:22][CH2:23][CH2:24][CH2:25]1.